This data is from NCI-60 drug combinations with 297,098 pairs across 59 cell lines. The task is: Regression. Given two drug SMILES strings and cell line genomic features, predict the synergy score measuring deviation from expected non-interaction effect. (1) Synergy scores: CSS=52.1, Synergy_ZIP=15.3, Synergy_Bliss=12.5, Synergy_Loewe=-13.5, Synergy_HSA=10.8. Cell line: NCI-H460. Drug 2: CC1=C2C(C(=O)C3(C(CC4C(C3C(C(C2(C)C)(CC1OC(=O)C(C(C5=CC=CC=C5)NC(=O)OC(C)(C)C)O)O)OC(=O)C6=CC=CC=C6)(CO4)OC(=O)C)O)C)O. Drug 1: CCCS(=O)(=O)NC1=C(C(=C(C=C1)F)C(=O)C2=CNC3=C2C=C(C=N3)C4=CC=C(C=C4)Cl)F. (2) Drug 1: CCCS(=O)(=O)NC1=C(C(=C(C=C1)F)C(=O)C2=CNC3=C2C=C(C=N3)C4=CC=C(C=C4)Cl)F. Drug 2: C1CNP(=O)(OC1)N(CCCl)CCCl. Cell line: SNB-19. Synergy scores: CSS=-1.95, Synergy_ZIP=1.41, Synergy_Bliss=1.79, Synergy_Loewe=-0.742, Synergy_HSA=-1.13. (3) Drug 1: C1C(C(OC1N2C=C(C(=O)NC2=O)F)CO)O. Drug 2: CC1=C(C(CCC1)(C)C)C=CC(=CC=CC(=CC(=O)O)C)C. Cell line: TK-10. Synergy scores: CSS=16.0, Synergy_ZIP=-4.65, Synergy_Bliss=-4.54, Synergy_Loewe=-17.1, Synergy_HSA=-3.09. (4) Drug 1: CCC(=C(C1=CC=CC=C1)C2=CC=C(C=C2)OCCN(C)C)C3=CC=CC=C3.C(C(=O)O)C(CC(=O)O)(C(=O)O)O. Drug 2: CC(C)CN1C=NC2=C1C3=CC=CC=C3N=C2N. Cell line: PC-3. Synergy scores: CSS=7.67, Synergy_ZIP=-3.24, Synergy_Bliss=-2.74, Synergy_Loewe=-4.02, Synergy_HSA=-4.37. (5) Drug 1: COC1=CC(=CC(=C1O)OC)C2C3C(COC3=O)C(C4=CC5=C(C=C24)OCO5)OC6C(C(C7C(O6)COC(O7)C8=CC=CS8)O)O. Drug 2: CC1C(C(CC(O1)OC2CC(CC3=C2C(=C4C(=C3O)C(=O)C5=C(C4=O)C(=CC=C5)OC)O)(C(=O)CO)O)N)O.Cl. Cell line: TK-10. Synergy scores: CSS=33.2, Synergy_ZIP=-5.61, Synergy_Bliss=-7.62, Synergy_Loewe=-3.87, Synergy_HSA=-2.62. (6) Drug 1: CN1C(=O)N2C=NC(=C2N=N1)C(=O)N. Synergy scores: CSS=60.1, Synergy_ZIP=2.62, Synergy_Bliss=-2.09, Synergy_Loewe=-32.3, Synergy_HSA=-3.92. Cell line: OVCAR-5. Drug 2: C#CCC(CC1=CN=C2C(=N1)C(=NC(=N2)N)N)C3=CC=C(C=C3)C(=O)NC(CCC(=O)O)C(=O)O. (7) Drug 1: CCC1(CC2CC(C3=C(CCN(C2)C1)C4=CC=CC=C4N3)(C5=C(C=C6C(=C5)C78CCN9C7C(C=CC9)(C(C(C8N6C=O)(C(=O)OC)O)OC(=O)C)CC)OC)C(=O)OC)O.OS(=O)(=O)O. Drug 2: C1C(C(OC1N2C=NC(=NC2=O)N)CO)O. Cell line: OVCAR3. Synergy scores: CSS=18.7, Synergy_ZIP=1.05, Synergy_Bliss=2.60, Synergy_Loewe=3.99, Synergy_HSA=2.78. (8) Drug 1: CC12CCC3C(C1CCC2=O)CC(=C)C4=CC(=O)C=CC34C. Synergy scores: CSS=54.8, Synergy_ZIP=-0.636, Synergy_Bliss=-1.25, Synergy_Loewe=-23.3, Synergy_HSA=-0.720. Cell line: OVCAR-8. Drug 2: CN(C(=O)NC(C=O)C(C(C(CO)O)O)O)N=O. (9) Drug 1: CC12CCC(CC1=CCC3C2CCC4(C3CC=C4C5=CN=CC=C5)C)O. Drug 2: CC12CCC3C(C1CCC2OP(=O)(O)O)CCC4=C3C=CC(=C4)OC(=O)N(CCCl)CCCl.[Na+]. Cell line: HT29. Synergy scores: CSS=4.58, Synergy_ZIP=-2.42, Synergy_Bliss=-2.13, Synergy_Loewe=-9.06, Synergy_HSA=-2.93.